This data is from Catalyst prediction with 721,799 reactions and 888 catalyst types from USPTO. The task is: Predict which catalyst facilitates the given reaction. (1) Reactant: [CH3:1][O:2][C:3]1[C:4]2[C:5]3[CH:16]=[CH:15][S:14][C:6]=3[NH:7][C:8](=[O:13])[C:9]=2[CH:10]=[CH:11][CH:12]=1.[Cl-:17].[CH3:18][N+:19](=[CH2:21])[CH3:20]. Product: [ClH:17].[CH3:18][N:19]([CH2:21][C:15]1[S:14][C:6]2[NH:7][C:8](=[O:13])[C:9]3[CH:10]=[CH:11][CH:12]=[C:3]([O:2][CH3:1])[C:4]=3[C:5]=2[CH:16]=1)[CH3:20]. The catalyst class is: 726. (2) The catalyst class is: 10. Reactant: Cl[C:2]([CH3:17])([CH3:16])[CH:3]([N:14]=[O:15])[CH2:4][N:5]1[CH:9]=[C:8]([CH3:10])[N:7]=[C:6]1[N+:11]([O-:13])=[O:12].[NH2:18][CH2:19][CH2:20][CH2:21][NH:22][C:23]([CH3:30])([CH3:29])[C:24](=[N:27][OH:28])[CH2:25]C.CCN(C(C)C)C(C)C. Product: [CH3:16][C:2]([CH3:17])([NH:18][CH2:19][CH2:20][CH2:21][NH:22][C:23]([CH3:30])([CH3:29])[C:24](=[N:27][OH:28])[CH3:25])[C:3](=[N:14][OH:15])[CH2:4][N:5]1[CH:9]=[C:8]([CH3:10])[N:7]=[C:6]1[N+:11]([O-:13])=[O:12]. (3) Reactant: [CH2:1]([SH:3])[CH3:2].F[C:5]1[CH:12]=[CH:11][C:10]([N+:13]([O-:15])=[O:14])=[CH:9][C:6]=1[C:7]#[N:8].C(N(CC)CC)C.C1C=C(Cl)C=C(C(OO)=[O:31])C=1.[OH2:34]. Product: [CH2:1]([S:3]([C:5]1[CH:12]=[CH:11][C:10]([N+:13]([O-:15])=[O:14])=[CH:9][C:6]=1[C:7]#[N:8])(=[O:31])=[O:34])[CH3:2]. The catalyst class is: 85. (4) Reactant: [CH2:1]([O:8][C:9]([C:11]1[CH:27]=[CH:26][C:14]([O:15][C:16]2[C:21]([F:22])=[C:20](F)[C:19]([F:24])=[C:18]([F:25])[N:17]=2)=[CH:13][CH:12]=1)=[O:10])[C:2]1[CH:7]=[CH:6][CH:5]=[CH:4][CH:3]=1.[N+:28]([C:31]1[CH:37]=[CH:36][C:34]([O-:35])=[CH:33][C:32]=1[O:38][CH2:39][C:40]1[CH:45]=[CH:44][CH:43]=[CH:42][CH:41]=1)([O-:30])=[O:29].[K+].C(=O)([O-])[O-].[K+].[K+].C(=O)([O-])O.[K+]. Product: [N+:28]([C:31]1[CH:37]=[CH:36][C:34]([O:35][C:20]2[C:19]([F:24])=[C:18]([F:25])[N:17]=[C:16]([O:15][C:14]3[CH:13]=[CH:12][C:11]([C:9]([O:8][CH2:1][C:2]4[CH:7]=[CH:6][CH:5]=[CH:4][CH:3]=4)=[O:10])=[CH:27][CH:26]=3)[C:21]=2[F:22])=[CH:33][C:32]=1[O:38][CH2:39][C:40]1[CH:41]=[CH:42][CH:43]=[CH:44][CH:45]=1)([O-:30])=[O:29]. The catalyst class is: 16. (5) Reactant: [N:1]1([CH2:7][CH2:8][CH2:9][O:10][C:11]2[CH:18]=[CH:17][C:14]([CH:15]=O)=[CH:13][CH:12]=2)[CH2:6][CH2:5][CH2:4][CH2:3][CH2:2]1.[Cl:19][C:20]1[CH:26]=[CH:25][C:23]([NH2:24])=[CH:22][CH:21]=1.C(O[BH-](OC(=O)C)OC(=O)C)(=O)C.[Na+].[OH-].[Na+].[Cl:43]CCCl. Product: [NH3:1].[CH2:20]([Cl:19])[Cl:43].[Cl:19][C:20]1[CH:26]=[CH:25][C:23]([NH:24][CH2:15][C:14]2[CH:17]=[CH:18][C:11]([O:10][CH2:9][CH2:8][CH2:7][N:1]3[CH2:6][CH2:5][CH2:4][CH2:3][CH2:2]3)=[CH:12][CH:13]=2)=[CH:22][CH:21]=1. The catalyst class is: 15. (6) Reactant: [OH:1][C:2]1[CH:9]=[CH:8][C:5]([CH:6]=[O:7])=[CH:4][CH:3]=1.C(=O)([O-])[O-].[K+].[K+].[CH2:16](Br)[C:17]#[CH:18]. Product: [CH2:18]([O:1][C:2]1[CH:9]=[CH:8][C:5]([CH:6]=[O:7])=[CH:4][CH:3]=1)[C:17]#[CH:16]. The catalyst class is: 11. (7) Reactant: [CH:1]1([C:4]2[N:8]([C:9]3[CH:14]=[CH:13][C:12]([NH:15][C:16](=[O:24])[CH2:17][C:18]4[CH:19]=[N:20][CH:21]=[CH:22][CH:23]=4)=[CH:11][CH:10]=3)[N:7]=[C:6]([C:25]([F:28])([F:27])[F:26])[CH:5]=2)[CH2:3][CH2:2]1.N1C=CC=C(CC(O)=O)C=1.[ClH:39]. Product: [ClH:39].[CH:1]1([C:4]2[N:8]([C:9]3[CH:10]=[CH:11][C:12]([NH:15][C:16](=[O:24])[CH2:17][C:18]4[CH:19]=[N:20][CH:21]=[CH:22][CH:23]=4)=[CH:13][CH:14]=3)[N:7]=[C:6]([C:25]([F:26])([F:27])[F:28])[CH:5]=2)[CH2:3][CH2:2]1. The catalyst class is: 165. (8) Reactant: [NH2:1][C:2]1[CH:7]=[C:6]([N:8]2[CH2:12][CH2:11][CH2:10][CH2:9]2)[CH:5]=[CH:4][C:3]=1[C:13](=[S:15])[NH2:14].[CH:16]12[O:22][CH:21]1[CH2:20][CH2:19][CH2:18][C:17]2=O. Product: [NH2:1][C:2]1[CH:7]=[C:6]([N:8]2[CH2:12][CH2:11][CH2:10][CH2:9]2)[CH:5]=[CH:4][C:3]=1[C:13]1[S:15][C:20]2[CH:21]([OH:22])[CH2:16][CH2:17][CH2:18][C:19]=2[N:14]=1. The catalyst class is: 5. (9) Reactant: [NH2:1][C:2]1[CH:3]=[C:4]([CH:14]=[CH:15][C:16]=1[NH2:17])[C:5]([NH:7][C:8]1[CH:13]=[CH:12][CH:11]=[CH:10][CH:9]=1)=[O:6].[Cl:18][C:19]1[CH:24]=[CH:23][CH:22]=[C:21]([Cl:25])[C:20]=1[N:26]=[C:27]=S.CC(C)N=C=NC(C)C. Product: [C:8]1([NH:7][C:5]([C:4]2[CH:14]=[CH:15][C:16]3[NH:17][C:27]([NH:26][C:20]4[C:19]([Cl:18])=[CH:24][CH:23]=[CH:22][C:21]=4[Cl:25])=[N:1][C:2]=3[CH:3]=2)=[O:6])[CH:13]=[CH:12][CH:11]=[CH:10][CH:9]=1. The catalyst class is: 1. (10) Reactant: [N:1]1[C:10]2[C:5](=[CH:6][C:7]([NH:11][C:12]([C:14]3[C:18]4[N:19]=[C:20](Cl)[N:21]=[CH:22][C:17]=4[S:16][CH:15]=3)=[O:13])=[CH:8][CH:9]=2)[CH:4]=[CH:3][CH:2]=1.[C@@H:24]1([NH2:31])[CH2:29][CH2:28][CH2:27][CH2:26][C@@H:25]1[NH2:30].O.ClCCl. Product: [N:1]1[C:10]2[C:5](=[CH:6][C:7]([NH:11][C:12]([C:14]3[C:18]4[N:19]=[C:20]([NH:30][C@@H:25]5[CH2:26][CH2:27][CH2:28][CH2:29][C@@H:24]5[NH2:31])[N:21]=[CH:22][C:17]=4[S:16][CH:15]=3)=[O:13])=[CH:8][CH:9]=2)[CH:4]=[CH:3][CH:2]=1. The catalyst class is: 12.